The task is: Predict which catalyst facilitates the given reaction.. This data is from Catalyst prediction with 721,799 reactions and 888 catalyst types from USPTO. (1) Reactant: Cl[C:2]1[CH:7]=[CH:6][N:5]2[N:8]=[CH:9][C:10]([CH:11]=[O:12])=[C:4]2[N:3]=1.[F:13][C:14]1[CH:15]=[N:16][CH:17]=[C:18]([CH:20]2[CH2:24][CH2:23][CH2:22][NH:21]2)[CH:19]=1.[F-].[K+].O. Product: [F:13][C:14]1[CH:19]=[C:18]([CH:20]2[CH2:24][CH2:23][CH2:22][N:21]2[C:2]2[CH:7]=[CH:6][N:5]3[N:8]=[CH:9][C:10]([CH:11]=[O:12])=[C:4]3[N:3]=2)[CH:17]=[N:16][CH:15]=1. The catalyst class is: 16. (2) Product: [CH2:1]([C:8]1[C:9](=[O:11])[NH:23][C:18]([CH2:19][CH2:20][CH3:21])=[N:22][C:14]=1[CH3:15])[C:2]1[CH:3]=[CH:4][CH:5]=[CH:6][CH:7]=1. Reactant: [CH2:1]([CH:8]([C:14](=O)[CH3:15])[C:9]([O:11]CC)=O)[C:2]1[CH:7]=[CH:6][CH:5]=[CH:4][CH:3]=1.Cl.[C:18](=[NH:23])([NH2:22])[CH2:19][CH2:20][CH3:21].C[O-].[Na+].CO.C(OCC)(=O)C. The catalyst class is: 24. (3) Reactant: [CH3:1][O:2][C:3](=[O:19])[CH:4]([C:9]1[CH:14]=[CH:13][C:12]([N+:15]([O-:17])=[O:16])=[C:11](Br)[CH:10]=1)[C:5]([O:7][CH3:8])=[O:6].[C:20]1(B(O)O)[CH2:25][CH2:24][CH2:23][CH2:22][CH:21]=1.[O-]P([O-])([O-])=O.[K+].[K+].[K+].CCOC(C)=O. Product: [CH3:1][O:2][C:3](=[O:19])[CH:4]([C:9]1[CH:14]=[CH:13][C:12]([N+:15]([O-:17])=[O:16])=[C:11]([C:20]2[CH2:25][CH2:24][CH2:23][CH2:22][CH:21]=2)[CH:10]=1)[C:5]([O:7][CH3:8])=[O:6]. The catalyst class is: 3.